This data is from Reaction yield outcomes from USPTO patents with 853,638 reactions. The task is: Predict the reaction yield, written as a fraction of the theoretical maximum amount of product (1.0 means a 100% yield; for example, 0.34 means a 34% yield). (1) The reactants are [C:1]1([C:7]2[CH:15]=[CH:14][C:10]([C:11](Cl)=[O:12])=[CH:9][CH:8]=2)[CH:6]=[CH:5][CH:4]=[CH:3][CH:2]=1.Cl.[NH2:17][CH:18]([C:24]([O:26][CH2:27][CH3:28])=[O:25])[C:19]([O:21][CH2:22][CH3:23])=[O:20].C(=O)([O-])O.[Na+]. The catalyst is C(Cl)(Cl)Cl. The product is [C:7]1([C:1]2[CH:6]=[CH:5][CH:4]=[CH:3][CH:2]=2)[CH:15]=[CH:14][C:10]([C:11]([NH:17][CH:18]([C:19]([O:21][CH2:22][CH3:23])=[O:20])[C:24]([O:26][CH2:27][CH3:28])=[O:25])=[O:12])=[CH:9][CH:8]=1. The yield is 0.950. (2) The reactants are C([Si]([O:8][CH2:9][C:10]1[CH:15]=[C:14]([N+:16]([O-:18])=[O:17])[CH:13]=[CH:12][C:11]=1[N:19]=[C:20]=S)(C)C)(C)(C)C.[NH2:22][C:23]1[C:31]2[O:30][C:29]([CH3:33])([CH3:32])[CH2:28][C:27]=2[CH:26]=[CH:25][CH:24]=1. No catalyst specified. The product is [CH3:32][C:29]1([CH3:33])[CH2:28][C:27]2[CH:26]=[CH:25][CH:24]=[C:23]([NH:22][C:20]3[O:8][CH2:9][C:10]4[CH:15]=[C:14]([N+:16]([O-:18])=[O:17])[CH:13]=[CH:12][C:11]=4[N:19]=3)[C:31]=2[O:30]1. The yield is 0.650. (3) The reactants are C([O:8][C:9]1[CH:10]=[CH:11][C:12]([C:16]2[CH2:25][CH2:24][C:19]3([O:23][CH2:22][CH2:21][O:20]3)[CH2:18][CH:17]=2)=[C:13]([OH:15])[CH:14]=1)C1C=CC=CC=1.O1CCCC1.C(O)C. The catalyst is ClCCl.[Pd]. The product is [O:20]1[C:19]2([CH2:24][CH2:25][CH:16]([C:12]3[CH:11]=[CH:10][C:9]([OH:8])=[CH:14][C:13]=3[OH:15])[CH2:17][CH2:18]2)[O:23][CH2:22][CH2:21]1. The yield is 0.950. (4) The reactants are [N+:1]([C:4]1[CH:11]=[CH:10][C:7]([CH:8]=O)=[CH:6][CH:5]=1)([O-:3])=[O:2].[C:12]([O:28][CH:29]1[CH:34]([CH:35]([CH3:37])[CH3:36])[CH2:33][CH2:32][CH:31]([CH3:38])[CH2:30]1)(=[O:27])[CH2:13][C:14]([O:16][CH:17]1[CH:22]([CH:23]([CH3:25])[CH3:24])[CH2:21][CH2:20][CH:19]([CH3:26])[CH2:18]1)=[O:15].O. The product is [N+:1]([C:4]1[CH:11]=[CH:10][C:7]([CH:8]=[C:13]([C:12]([O:28][CH:29]2[CH:34]([CH:35]([CH3:37])[CH3:36])[CH2:33][CH2:32][CH:31]([CH3:38])[CH2:30]2)=[O:27])[C:14]([O:16][CH:17]2[CH:22]([CH:23]([CH3:25])[CH3:24])[CH2:21][CH2:20][CH:19]([CH3:26])[CH2:18]2)=[O:15])=[CH:6][CH:5]=1)([O-:3])=[O:2]. The yield is 0.500. The catalyst is C1(C)C=CC=CC=1.